This data is from Catalyst prediction with 721,799 reactions and 888 catalyst types from USPTO. The task is: Predict which catalyst facilitates the given reaction. (1) Reactant: [Cl:1][C:2]1[C:3]([F:13])=[CH:4][C:5]([F:12])=[C:6]([S:8](Cl)(=[O:10])=[O:9])[CH:7]=1.[CH3:14][O:15][C:16]1[CH:30]=[C:29]([O:31][CH3:32])[CH:28]=[CH:27][C:17]=1[CH2:18][NH:19][C:20]1[CH:25]=[CH:24][C:23]([F:26])=[CH:22][N:21]=1.N1C=CC=CC=1. Product: [Cl:1][C:2]1[C:3]([F:13])=[CH:4][C:5]([F:12])=[C:6]([S:8]([N:19]([CH2:18][C:17]2[CH:27]=[CH:28][C:29]([O:31][CH3:32])=[CH:30][C:16]=2[O:15][CH3:14])[C:20]2[CH:25]=[CH:24][C:23]([F:26])=[CH:22][N:21]=2)(=[O:10])=[O:9])[CH:7]=1. The catalyst class is: 4. (2) Reactant: [CH3:1][O:2][C:3]([C@H:5]1[CH2:10][CH2:9][C@H:8]([CH2:11][NH:12][CH2:13][CH2:14][C:15]2[CH:20]=[CH:19][CH:18]=[CH:17][C:16]=2[N+:21]([O-])=O)[CH2:7][CH2:6]1)=[O:4].CC(O)=O.[H][H]. The catalyst class is: 19. Product: [CH3:1][O:2][C:3]([C@H:5]1[CH2:10][CH2:9][C@H:8]([CH2:11][NH:12][CH2:13][CH2:14][C:15]2[CH:20]=[CH:19][CH:18]=[CH:17][C:16]=2[NH2:21])[CH2:7][CH2:6]1)=[O:4]. (3) Reactant: [CH3:1][C:2]1[CH:3]=[C:4]([CH2:14][CH2:15][C:16]([C:18]2[S:25][C:24]([CH3:26])=[C:23]3[C:19]=2[CH2:20][C@H:21]2[C:27]([CH3:29])([CH3:28])[C@H:22]23)=[O:17])[CH:5]=[C:6]([CH3:13])[C:7]=1[O:8][CH2:9][CH:10]1[CH2:12][O:11]1.[CH3:30][O-:31].[Na+]. Product: [OH:11][CH:10]([CH2:12][O:31][CH3:30])[CH2:9][O:8][C:7]1[C:6]([CH3:13])=[CH:5][C:4]([CH2:14][CH2:15][C:16]([C:18]2[S:25][C:24]([CH3:26])=[C:23]3[C:19]=2[CH2:20][C@H:21]2[C:27]([CH3:28])([CH3:29])[C@H:22]23)=[O:17])=[CH:3][C:2]=1[CH3:1]. The catalyst class is: 5. (4) Reactant: [NH2:1][C@@H:2]1[CH2:7][CH2:6][C@H:5]([NH:8][C:9]2[N:14]=[C:13]([N:15]([CH3:17])[CH3:16])[CH:12]=[CH:11][N:10]=2)[CH2:4][CH2:3]1.CCN(CC)CC.[O:25]([C:32]1[N:40]=[CH:39][CH:38]=[CH:37][C:33]=1[C:34]([Cl:36])=[O:35])[C:26]1[CH:31]=[CH:30][CH:29]=[CH:28][CH:27]=1. Product: [ClH:36].[CH3:16][N:15]([CH3:17])[C:13]1[CH:12]=[CH:11][N:10]=[C:9]([NH:8][C@@H:5]2[CH2:4][CH2:3][C@H:2]([NH:1][C:34](=[O:35])[C:33]3[CH:37]=[CH:38][CH:39]=[N:40][C:32]=3[O:25][C:26]3[CH:27]=[CH:28][CH:29]=[CH:30][CH:31]=3)[CH2:7][CH2:6]2)[N:14]=1. The catalyst class is: 22. (5) Reactant: Br[C:2]1[CH:7]=[C:6]([F:8])[C:5]([C:9]([F:24])([F:23])[O:10][C:11]2[CH:16]=[CH:15][C:14]([S:17]([F:22])([F:21])([F:20])([F:19])[F:18])=[CH:13][CH:12]=2)=[C:4]([F:25])[CH:3]=1.[CH2:26]([CH:31]1[CH2:36][CH2:35][CH:34]([C:37]2[CH:42]=[CH:41][C:40](B3OC(C)(C)C(C)(C)O3)=[CH:39][CH:38]=2)[CH2:33][CH2:32]1)[CH2:27][CH2:28][CH2:29][CH3:30].P([O-])([O-])([O-])=O.[K+].[K+].[K+]. Product: [F:25][C:4]1[CH:3]=[C:2]([C:40]2[CH:39]=[CH:38][C:37]([CH:34]3[CH2:35][CH2:36][CH:31]([CH2:26][CH2:27][CH2:28][CH2:29][CH3:30])[CH2:32][CH2:33]3)=[CH:42][CH:41]=2)[CH:7]=[C:6]([F:8])[C:5]=1[C:9]([F:24])([F:23])[O:10][C:11]1[CH:16]=[CH:15][C:14]([S:17]([F:22])([F:21])([F:20])([F:19])[F:18])=[CH:13][CH:12]=1. The catalyst class is: 12. (6) Reactant: [CH3:1][O:2][C:3]([C:5]1[S:6][C:7]([CH:16](OCC)[O:17]CC)=[CH:8][C:9]=1[C:10]1[CH:15]=[CH:14][CH:13]=[CH:12][CH:11]=1)=[O:4].C(O)=O. Product: [CH3:1][O:2][C:3]([C:5]1[S:6][C:7]([CH:16]=[O:17])=[CH:8][C:9]=1[C:10]1[CH:11]=[CH:12][CH:13]=[CH:14][CH:15]=1)=[O:4]. The catalyst class is: 12. (7) The catalyst class is: 9. Reactant: [CH3:1][C:2]1[CH:7]=[C:6]([C:8]2[C:16]3[C:11](=[CH:12][CH:13]=[C:14]([C:17]([OH:19])=O)[CH:15]=3)[N:10]([C:20]([C:33]3[CH:38]=[CH:37][CH:36]=[CH:35][CH:34]=3)([C:27]3[CH:32]=[CH:31][CH:30]=[CH:29][CH:28]=3)[C:21]3[CH:26]=[CH:25][CH:24]=[CH:23][CH:22]=3)[N:9]=2)[CH:5]=[CH:4][N:3]=1.[NH2:39][CH:40]1[CH2:45][CH2:44][CH2:43][C:42]([CH2:50][C:51]2[CH:56]=[CH:55][C:54]([F:57])=[CH:53][CH:52]=2)([C:46]([O:48][CH3:49])=[O:47])[CH2:41]1.CN(C(ON1N=NC2C=CC=NC1=2)=[N+](C)C)C.F[P-](F)(F)(F)(F)F.C(N(C(C)C)CC)(C)C. Product: [F:57][C:54]1[CH:53]=[CH:52][C:51]([CH2:50][C:42]2([C:46]([O:48][CH3:49])=[O:47])[CH2:43][CH2:44][CH2:45][CH:40]([NH:39][C:17]([C:14]3[CH:15]=[C:16]4[C:11](=[CH:12][CH:13]=3)[N:10]([C:20]([C:27]3[CH:32]=[CH:31][CH:30]=[CH:29][CH:28]=3)([C:33]3[CH:38]=[CH:37][CH:36]=[CH:35][CH:34]=3)[C:21]3[CH:26]=[CH:25][CH:24]=[CH:23][CH:22]=3)[N:9]=[C:8]4[C:6]3[CH:5]=[CH:4][N:3]=[C:2]([CH3:1])[CH:7]=3)=[O:19])[CH2:41]2)=[CH:56][CH:55]=1. (8) Product: [F:1][C:2]1[CH:16]=[C:15]2[C:5](=[CH:4][CH:3]=1)[CH:6]=[N:7][C:8]([OH:14])=[CH:9]2. Reactant: [F:1][C:2]1[CH:16]=[CH:15][C:5]([CH2:6][NH:7][C:8](=[O:14])[CH:9](OC)OC)=[CH:4][CH:3]=1.S(=O)(=O)(O)O.C([O-])(O)=O.[Na+]. The catalyst class is: 2. (9) Reactant: [CH2:1]([O:8][C:9]1[CH:14]=[CH:13][CH:12]=[C:11]([Br:15])[C:10]=1[CH2:16][CH:17]([C:21]#[N:22])C(O)=O)[C:2]1[CH:7]=[CH:6][CH:5]=[CH:4][CH:3]=1.O. Product: [CH2:1]([O:8][C:9]1[CH:14]=[CH:13][CH:12]=[C:11]([Br:15])[C:10]=1[CH2:16][CH2:17][C:21]#[N:22])[C:2]1[CH:3]=[CH:4][CH:5]=[CH:6][CH:7]=1. The catalyst class is: 44.